From a dataset of Full USPTO retrosynthesis dataset with 1.9M reactions from patents (1976-2016). Predict the reactants needed to synthesize the given product. (1) The reactants are: [Br:1][C:2]1[CH:7]=[CH:6][C:5]([C:8]2[N:12]([C:13]3[CH:18]=[CH:17][C:16]([OH:19])=[CH:15][CH:14]=3)[C:11]([CH2:20][C:21]([O:23]CC)=[O:22])=[CH:10][CH:9]=2)=[CH:4][CH:3]=1.O[Li].O. Given the product [Br:1][C:2]1[CH:3]=[CH:4][C:5]([C:8]2[N:12]([C:13]3[CH:18]=[CH:17][C:16]([OH:19])=[CH:15][CH:14]=3)[C:11]([CH2:20][C:21]([OH:23])=[O:22])=[CH:10][CH:9]=2)=[CH:6][CH:7]=1, predict the reactants needed to synthesize it. (2) Given the product [Cl:31][C:25]1[C:26]([Cl:30])=[CH:27][CH:28]=[CH:29][C:24]=1[CH2:23][CH2:22][O:21][CH2:20][CH2:19][N:16]1[CH2:17][CH2:18][C:13]([CH2:12][NH:11][CH2:10][C@@H:9]([C:33]2[CH:42]=[CH:41][C:40]([OH:43])=[C:39]3[C:34]=2[CH:35]=[CH:36][C:37](=[O:44])[NH:38]3)[OH:8])([OH:32])[CH2:14][CH2:15]1, predict the reactants needed to synthesize it. The reactants are: [Si]([O:8][C@H:9]([C:33]1[CH:42]=[CH:41][C:40]([OH:43])=[C:39]2[C:34]=1[CH:35]=[CH:36][C:37](=[O:44])[NH:38]2)[CH2:10][NH:11][CH2:12][C:13]1([OH:32])[CH2:18][CH2:17][N:16]([CH2:19][CH2:20][O:21][CH2:22][CH2:23][C:24]2[CH:29]=[CH:28][CH:27]=[C:26]([Cl:30])[C:25]=2[Cl:31])[CH2:15][CH2:14]1)(C(C)(C)C)(C)C.F.F.F.C(N(CC)CC)C. (3) Given the product [CH2:34]([NH:33][C:3](=[O:4])[CH:2]([OH:1])[C:6]1[CH:7]=[CH:8][C:9]([C:12]2[N:16]=[C:15]([C:17]3[O:21][N:20]=[C:19]([C:22]4[CH:23]=[CH:24][CH:25]=[CH:26][CH:27]=4)[C:18]=3[C:28]([F:31])([F:29])[F:30])[O:14][N:13]=2)=[CH:10][CH:11]=1)[CH3:35], predict the reactants needed to synthesize it. The reactants are: [OH:1][CH:2]([C:6]1[CH:11]=[CH:10][C:9]([C:12]2[N:16]=[C:15]([C:17]3[O:21][N:20]=[C:19]([C:22]4[CH:27]=[CH:26][CH:25]=[CH:24][CH:23]=4)[C:18]=3[C:28]([F:31])([F:30])[F:29])[O:14][N:13]=2)=[CH:8][CH:7]=1)[C:3](O)=[O:4].C[N:33]1CCO[CH2:35][CH2:34]1.CN(C(ON1N=NC2C=CC=NC1=2)=[N+](C)C)C.F[P-](F)(F)(F)(F)F. (4) The reactants are: [C:1](Cl)(=[O:3])[CH3:2].[F:5][C:6]1[CH:7]=[C:8]2[C:26](=[CH:27][CH:28]=1)[O:25][CH2:24][CH2:23][NH:22][CH2:21][C:20]1=[C:29]3[N:30]=[C:14]([CH:15]=[CH:16][N:17]3[N:18]=[CH:19]1)[N:13]1[C@@H:9]2[CH2:10][CH2:11][CH2:12]1.CCN(C(C)C)C(C)C. Given the product [F:5][C:6]1[CH:7]=[C:8]2[C:26](=[CH:27][CH:28]=1)[O:25][CH2:24][CH2:23][N:22]([C:1](=[O:3])[CH3:2])[CH2:21][C:20]1=[C:29]3[N:30]=[C:14]([CH:15]=[CH:16][N:17]3[N:18]=[CH:19]1)[N:13]1[C@@H:9]2[CH2:10][CH2:11][CH2:12]1, predict the reactants needed to synthesize it. (5) Given the product [CH:1]1([N:4]([CH:5]([C:7]2[CH:12]=[CH:11][CH:10]=[CH:9][N:8]=2)[CH3:6])[S:28]([C:26]2[S:27][C:23]([C:17]3[CH:16]=[C:15]([CH2:13][CH3:14])[C:20](=[O:21])[NH:19][C:18]=3[CH3:22])=[CH:24][CH:25]=2)(=[O:29])=[O:30])[CH2:3][CH2:2]1, predict the reactants needed to synthesize it. The reactants are: [CH:1]1([NH:4][CH:5]([C:7]2[CH:12]=[CH:11][CH:10]=[CH:9][N:8]=2)[CH3:6])[CH2:3][CH2:2]1.[CH2:13]([C:15]1[C:20](=[O:21])[NH:19][C:18]([CH3:22])=[C:17]([C:23]2[S:27][C:26]([S:28](Cl)(=[O:30])=[O:29])=[CH:25][CH:24]=2)[CH:16]=1)[CH3:14]. (6) Given the product [NH2:19][CH:8]1[CH:7]([CH2:6][C:5]2[CH:4]=[CH:3][C:2]([Cl:1])=[CH:21][CH:20]=2)[C:16]2[CH:15]=[C:14]([OH:17])[CH:13]=[CH:12][C:11]=2[CH2:10][CH2:9]1, predict the reactants needed to synthesize it. The reactants are: [Cl:1][C:2]1[CH:21]=[CH:20][C:5]([CH2:6][CH:7]2[C:16]3[C:11](=[CH:12][CH:13]=[C:14]([O:17]C)[CH:15]=3)[CH2:10][CH2:9][CH:8]2[NH2:19])=[CH:4][CH:3]=1.ClC1C=C(C=CC=1Cl)CC1C2C(=CC=C(OC)C=2)CCC1N.[OH-].[Na+]. (7) Given the product [C:1]1([CH2:7][CH2:8][CH2:9][CH2:10][C:11]2[S:12][CH:13]=[C:14]([CH2:16][C:17]([OH:19])=[O:18])[N:15]=2)[CH:6]=[CH:5][CH:4]=[CH:3][CH:2]=1, predict the reactants needed to synthesize it. The reactants are: [C:1]1([CH2:7][CH2:8][CH2:9][CH2:10][C:11]2[S:12][CH:13]=[C:14]([CH2:16][C:17]([O:19]CC)=[O:18])[N:15]=2)[CH:6]=[CH:5][CH:4]=[CH:3][CH:2]=1.[OH-].[Na+].Cl.